Dataset: Catalyst prediction with 721,799 reactions and 888 catalyst types from USPTO. Task: Predict which catalyst facilitates the given reaction. (1) Reactant: [N+:1]([C:4]1[CH:9]=[CH:8][C:7]([N:10]2[C:18]3[C:13](=[CH:14][CH:15]=[CH:16][CH:17]=3)[C:12]([N:19]3[CH2:24][CH2:23][N:22]([C:25]([O:27][C:28]([CH3:31])([CH3:30])[CH3:29])=[O:26])[CH2:21][CH2:20]3)=[N:11]2)=[CH:6][CH:5]=1)([O-])=O. Product: [NH2:1][C:4]1[CH:5]=[CH:6][C:7]([N:10]2[C:18]3[C:13](=[CH:14][CH:15]=[CH:16][CH:17]=3)[C:12]([N:19]3[CH2:24][CH2:23][N:22]([C:25]([O:27][C:28]([CH3:31])([CH3:30])[CH3:29])=[O:26])[CH2:21][CH2:20]3)=[N:11]2)=[CH:8][CH:9]=1. The catalyst class is: 19. (2) Reactant: [CH3:1][O:2][C:3](=[O:27])/[CH:4]=[CH:5]/[C:6]1[CH:7]=[C:8]2[C:23](=[CH:24][CH:25]=1)[O:22][C:11]1([CH2:14][N:13]([C:15]([O:17]C(C)(C)C)=O)[CH2:12]1)[CH2:10][C:9]2=[O:26].C(Cl)(=O)[C:29]1[CH:34]=[CH:33][CH:32]=[CH:31][CH:30]=1.CCN(C(C)C)C(C)C. Product: [CH3:1][O:2][C:3](=[O:27])/[CH:4]=[CH:5]/[C:6]1[CH:7]=[C:8]2[C:23](=[CH:24][CH:25]=1)[O:22][C:11]1([CH2:14][N:13]([C:15](=[O:17])[C:29]3[CH:34]=[CH:33][CH:32]=[CH:31][CH:30]=3)[CH2:12]1)[CH2:10][C:9]2=[O:26]. The catalyst class is: 2. (3) Reactant: [CH3:1][CH:2]([N:4]1[C:11](=[O:12])[CH2:10][CH2:9][C@H:5]1[C:6]([OH:8])=O)[CH3:3].Cl.CN(C)CCCN=C=NCC.ON1C2C=CC=CC=2N=N1.C(N1CCOCC1)C.[Cl:43][C:44]1[C:49]([C:50]([F:53])([F:52])[F:51])=[CH:48][CH:47]=[CH:46][C:45]=1[CH2:54][NH2:55].C(=O)([O-])O.[Na+]. Product: [Cl:43][C:44]1[C:49]([C:50]([F:52])([F:53])[F:51])=[CH:48][CH:47]=[CH:46][C:45]=1[CH2:54][NH:55][C:6](=[O:8])[C@@H:5]1[CH2:9][CH2:10][C:11](=[O:12])[N:4]1[CH:2]([CH3:1])[CH3:3]. The catalyst class is: 4. (4) Reactant: [Cl:1][C:2]1[CH:7]=[CH:6][CH:5]=[CH:4][C:3]=1[N:8]1[C:17](=[O:18])[C:16]2[C:11](=[N:12][C:13](S(C)=O)=[N:14][CH:15]=2)[N:10]2[CH:22]=[CH:23][N:24]=[C:9]12.[N:25]1([CH2:30][C:31]2[CH:37]=[CH:36][C:34]([NH2:35])=[CH:33][CH:32]=2)[CH:29]=[CH:28][N:27]=[CH:26]1. Product: [Cl:1][C:2]1[CH:7]=[CH:6][CH:5]=[CH:4][C:3]=1[N:8]1[C:17](=[O:18])[C:16]2[CH:15]=[N:14][C:13]([NH:35][C:34]3[CH:33]=[CH:32][C:31]([CH2:30][N:25]4[CH:29]=[CH:28][N:27]=[CH:26]4)=[CH:37][CH:36]=3)=[N:12][C:11]=2[N:10]2[CH:22]=[CH:23][N:24]=[C:9]12. The catalyst class is: 13. (5) Reactant: [CH3:1][C:2]1([N:6]2[CH2:11][CH2:10][N:9]([C:12]3[CH:18]=[CH:17][C:15]([NH2:16])=[CH:14][CH:13]=3)[CH2:8][CH2:7]2)[CH2:5]C[CH2:3]1.C(=O)([O-])[O-:20].[K+].[K+].[Cl:25][C:26]1[N:31]=[C:30](Cl)[N:29]=[CH:28][N:27]=1. Product: [Cl:25][C:26]1[N:31]=[CH:30][N:29]=[C:28]([NH:16][C:15]2[CH:14]=[CH:13][C:12]([N:9]3[CH2:8][CH2:7][N:6]([C:2]4([CH3:1])[CH2:5][O:20][CH2:3]4)[CH2:11][CH2:10]3)=[CH:18][CH:17]=2)[N:27]=1. The catalyst class is: 4. (6) Reactant: [Cl:1][C:2]1[N:3]=[N:4][CH:5]=[C:6](Cl)[C:7]=1[Cl:8].CCN(C(C)C)C(C)C.[CH2:19]([O:26][C:27]([N:29]1[CH2:34][CH2:33][CH:32]([CH2:35][NH2:36])[CH2:31][CH2:30]1)=[O:28])[C:20]1[CH:25]=[CH:24][CH:23]=[CH:22][CH:21]=1. Product: [CH2:19]([O:26][C:27]([N:29]1[CH2:34][CH2:33][CH:32]([CH2:35][NH:36][C:6]2[C:7]([Cl:8])=[C:2]([Cl:1])[N:3]=[N:4][CH:5]=2)[CH2:31][CH2:30]1)=[O:28])[C:20]1[CH:25]=[CH:24][CH:23]=[CH:22][CH:21]=1. The catalyst class is: 41. (7) Reactant: [CH:1]1([C@H:7]2[NH:18][C:17](=[O:19])[CH2:16][CH2:15][CH:14]=[CH:13][CH2:12][C@@H:11]([CH2:20][C:21]([O:23]C(C)(C)C)=O)[C:10](=[O:28])[O:9][CH2:8]2)[CH2:6][CH2:5][CH2:4][CH2:3][CH2:2]1.FC(F)(F)C(O)=O.C1([C@H]2NC(=O)CCC=CC[C@@H](CC(O)=O)C(=O)OC2)CCCCC1.[Cl:60][C:61]1[CH:66]=[CH:65][C:64]([CH2:67][NH2:68])=[CH:63][CH:62]=1. Product: [Cl:60][C:61]1[CH:66]=[CH:65][C:64]([CH2:67][NH:68][C:21](=[O:23])[CH2:20][C@H:11]2[C:10](=[O:28])[O:9][CH2:8][C@@H:7]([CH:1]3[CH2:2][CH2:3][CH2:4][CH2:5][CH2:6]3)[NH:18][C:17](=[O:19])[CH2:16][CH2:15][CH:14]=[CH:13][CH2:12]2)=[CH:63][CH:62]=1. The catalyst class is: 512. (8) Product: [CH:10]1([CH2:13][CH2:14][O:1][C:2]2[CH:9]=[CH:8][C:5]([CH:6]=[O:7])=[CH:4][CH:3]=2)[CH2:12][CH2:11]1. Reactant: [OH:1][C:2]1[CH:9]=[CH:8][C:5]([CH:6]=[O:7])=[CH:4][CH:3]=1.[CH:10]1([CH2:13][CH2:14]O)[CH2:12][CH2:11]1.C1(P(C2C=CC=CC=2)C2C=CC=CC=2)C=CC=CC=1.N(C(OCC)=O)=NC(OCC)=O. The catalyst class is: 7. (9) The catalyst class is: 36. Reactant: C[O:2][C:3]([C:5]1[CH:6]=[C:7]([C:11]2[N:16]=[CH:15][C:14]([N:17]3[CH2:22][CH2:21][N:20]([C:23]([O:25][C:26]([CH3:29])([CH3:28])[CH3:27])=[O:24])[CH2:19][CH2:18]3)=[CH:13][N:12]=2)[CH:8]=[CH:9][CH:10]=1)=O.[H-].C([Al+]CC(C)C)C(C)C.S([O-])([O-])(=O)=O.[Na+].[Na+].ClCCl. Product: [OH:2][CH2:3][C:5]1[CH:6]=[C:7]([C:11]2[N:16]=[CH:15][C:14]([N:17]3[CH2:18][CH2:19][N:20]([C:23]([O:25][C:26]([CH3:29])([CH3:28])[CH3:27])=[O:24])[CH2:21][CH2:22]3)=[CH:13][N:12]=2)[CH:8]=[CH:9][CH:10]=1. (10) Reactant: [NH2:1][C:2]1[CH:11]=[C:10]([F:12])[C:5]([C:6]([O:8][CH3:9])=[O:7])=[C:4]([F:13])[CH:3]=1.[I:14][C:15]1[CH:20]=[CH:19][C:18]([S:21](Cl)(=[O:23])=[O:22])=[CH:17][CH:16]=1.N1C=CC=CC=1. Product: [F:13][C:4]1[CH:3]=[C:2]([NH:1][S:21]([C:18]2[CH:19]=[CH:20][C:15]([I:14])=[CH:16][CH:17]=2)(=[O:23])=[O:22])[CH:11]=[C:10]([F:12])[C:5]=1[C:6]([O:8][CH3:9])=[O:7]. The catalyst class is: 2.